This data is from Catalyst prediction with 721,799 reactions and 888 catalyst types from USPTO. The task is: Predict which catalyst facilitates the given reaction. (1) The catalyst class is: 16. Product: [CH2:1]([N:3]1[CH2:8][CH2:7][CH:6]([C:9]2[C:10]([OH:22])=[C:11]([CH:14]=[CH:15][CH:16]=2)[C:12]#[N:13])[CH2:5][CH2:4]1)[CH3:2]. Reactant: [CH2:1]([N:3]1[CH2:8][CH2:7][CH:6]([C:9]2[C:10](F)=[C:11]([CH:14]=[CH:15][CH:16]=2)[C:12]#[N:13])[CH2:5][CH2:4]1)[CH3:2].C([OH:22])C#CC.CC(C)([O-])C.[K+].Cl. (2) Reactant: Cl.[CH:2]1([C:5]([NH:7][CH2:8][C:9]2[CH:17]=[CH:16][CH:15]=[C:14]3[C:10]=2[C:11](=[O:27])[N:12]([CH:19]2[CH2:24][CH2:23][C:22](=[O:25])[NH:21][C:20]2=[O:26])[C:13]3=[O:18])=[O:6])[CH2:4][CH2:3]1.Cl.NCC1C=CC=C2C=1C(=O)N(C1CCC(=O)NC1=O)C2=O.C1(C(Cl)=O)CC1.C(N(CC)C(C)C)(C)C.Cl. Product: [CH:2]1([C:5]([NH:7][CH2:8][C:9]2[CH:17]=[CH:16][CH:15]=[C:14]3[C:10]=2[C:11](=[O:27])[N:12]([CH:19]2[CH2:24][CH2:23][C:22](=[O:25])[NH:21][C:20]2=[O:26])[C:13]3=[O:18])=[O:6])[CH2:4][CH2:3]1. The catalyst class is: 10. (3) Reactant: C([O:5][C:6](=[O:32])[C@H:7]([CH2:25][C:26]1[CH:31]=[CH:30][CH:29]=[CH:28][CH:27]=1)[NH:8][C:9](=[O:24])[C@@H:10]1[CH2:14][CH2:13][CH2:12][N:11]1[C:15](=[O:23])[C@H:16]([CH3:22])[CH2:17][S:18][C:19](=[O:21])[CH3:20])(C)(C)C. Product: [C:19]([S:18][CH2:17][C@@H:16]([CH3:22])[C:15]([N:11]1[CH2:12][CH2:13][CH2:14][C@H:10]1[C:9]([NH:8][C@H:7]([C:6]([OH:32])=[O:5])[CH2:25][C:26]1[CH:27]=[CH:28][CH:29]=[CH:30][CH:31]=1)=[O:24])=[O:23])(=[O:21])[CH3:20]. The catalyst class is: 617. (4) Reactant: [O:1]1[CH2:6][CH2:5][CH2:4][CH2:3][CH:2]1[O:7][NH2:8].C1C=CC2N(O)N=NC=2C=1.C([O-])(O)=O.[Na+].[F:24][C:25]1[CH:30]=[CH:29][C:28]([C@H:31]([O:41][CH3:42])[CH2:32][C@H:33]([CH2:37][CH2:38][CH2:39][CH3:40])[C:34](O)=[O:35])=[CH:27][CH:26]=1.CCN=C=NCCCN(C)C.Cl. Product: [F:24][C:25]1[CH:26]=[CH:27][C:28]([C@H:31]([O:41][CH3:42])[CH2:32][C@H:33]([CH2:37][CH2:38][CH2:39][CH3:40])[C:34]([NH:8][O:7][CH:2]2[CH2:3][CH2:4][CH2:5][CH2:6][O:1]2)=[O:35])=[CH:29][CH:30]=1. The catalyst class is: 2. (5) Reactant: [CH3:1][C:2]1[C:6]([C:7]2[C:16]3[O:15][CH2:14][C@H:13]([C:17]4[CH:22]=[CH:21][CH:20]=[CH:19][N:18]=4)[N:12]4[C:23](=[O:25])[NH:24][C:10]([C:11]=34)=[CH:9][CH:8]=2)=[C:5]([CH3:26])[O:4][N:3]=1.[Br:27]N1C(=O)CCC1=O. Product: [Br:27][C:9]1[CH:8]=[C:7]([C:6]2[C:2]([CH3:1])=[N:3][O:4][C:5]=2[CH3:26])[C:16]2[O:15][CH2:14][C@H:13]([C:17]3[CH:22]=[CH:21][CH:20]=[CH:19][N:18]=3)[N:12]3[C:23](=[O:25])[NH:24][C:10]=1[C:11]=23. The catalyst class is: 54. (6) Reactant: [Cl:1][C:2]1[N:10]=[CH:9][C:8]([Cl:11])=[CH:7][C:3]=1[C:4]([OH:6])=O.CN(C(ON1N=NC2C=CC=CC1=2)=[N+](C)C)C.[B-](F)(F)(F)F.CCN(C(C)C)C(C)C.Cl.[F:44][C:45]1[CH:50]=[CH:49][C:48]([F:51])=[CH:47][C:46]=1[CH2:52][CH2:53][O:54][CH2:55][C:56]([NH2:58])=[NH:57]. Product: [Cl:1][C:2]1[N:10]=[CH:9][C:8]([Cl:11])=[CH:7][C:3]=1[C:4]([NH:58][C:56](=[NH:57])[CH2:55][O:54][CH2:53][CH2:52][C:46]1[CH:47]=[C:48]([F:51])[CH:49]=[CH:50][C:45]=1[F:44])=[O:6]. The catalyst class is: 3. (7) Reactant: [Br:1][C:2]1[CH:3]=[N:4][N:5]([CH3:19])[C:6]=1[C:7]1[CH:12]=[C:11]([N+:13]([O-])=O)[CH:10]=[C:9]([N+:16]([O-:18])=[O:17])[CH:8]=1.CO.CCOC(C)=O.CCCCCC. Product: [Br:1][C:2]1[CH:3]=[N:4][N:5]([CH3:19])[C:6]=1[C:7]1[CH:12]=[C:11]([NH2:13])[CH:10]=[C:9]([N+:16]([O-:18])=[O:17])[CH:8]=1. The catalyst class is: 442. (8) Reactant: [N:1]1[CH:6]=[CH:5][CH:4]=[C:3]([S:7]([OH:10])(=O)=[O:8])[CH:2]=1.P(Cl)(Cl)(Cl)(Cl)[Cl:12].[ClH:17]. Product: [ClH:12].[N:1]1[CH:6]=[CH:5][CH:4]=[C:3]([S:7]([Cl:17])(=[O:10])=[O:8])[CH:2]=1. The catalyst class is: 286. (9) Reactant: ClC(OCC(C)C)=O.C(N(CC)CC)C.[CH3:16][C:17]1([CH3:45])[CH2:43][C:21]2[C:22]([C:31]3[CH:32]=[C:33]([NH:37][C:38](=[O:42])[C:39]([OH:41])=O)[CH:34]=[CH:35][CH:36]=3)=[C:23]([N:25]3[CH2:30][CH2:29][O:28][CH2:27][CH2:26]3)[S:24][C:20]=2[C:19](=[O:44])[CH2:18]1.[CH3:46][N:47]([CH3:51])[CH2:48][CH2:49][NH2:50]. Product: [CH3:46][N:47]([CH3:51])[CH2:48][CH2:49][NH:50][C:39](=[O:41])[C:38]([NH:37][C:33]1[CH:34]=[CH:35][CH:36]=[C:31]([C:22]2[C:21]3[CH2:43][C:17]([CH3:16])([CH3:45])[CH2:18][C:19](=[O:44])[C:20]=3[S:24][C:23]=2[N:25]2[CH2:26][CH2:27][O:28][CH2:29][CH2:30]2)[CH:32]=1)=[O:42]. The catalyst class is: 2. (10) Reactant: [C:1]([O:5][C:6](=[O:20])[C:7]([S:10][C:11]1[S:12][CH:13]=[C:14]([CH2:16][C:17]([OH:19])=O)[N:15]=1)([CH3:9])[CH3:8])([CH3:4])([CH3:3])[CH3:2].[Br:21][C:22]1[CH:28]=[CH:27][C:25]([NH2:26])=[CH:24][CH:23]=1.CN(C)CCCN=C=NCC.O. Product: [C:1]([O:5][C:6](=[O:20])[C:7]([S:10][C:11]1[S:12][CH:13]=[C:14]([CH2:16][C:17]([NH:26][C:25]2[CH:27]=[CH:28][C:22]([Br:21])=[CH:23][CH:24]=2)=[O:19])[N:15]=1)([CH3:8])[CH3:9])([CH3:2])([CH3:3])[CH3:4]. The catalyst class is: 112.